Regression. Given a peptide amino acid sequence and an MHC pseudo amino acid sequence, predict their binding affinity value. This is MHC class I binding data. From a dataset of Peptide-MHC class I binding affinity with 185,985 pairs from IEDB/IMGT. (1) The peptide sequence is VKSLKLLNTRR. The MHC is H-2-Kb with pseudo-sequence H-2-Kb. The binding affinity (normalized) is 0.0967. (2) The peptide sequence is MSNEGSYFF. The MHC is HLA-B08:01 with pseudo-sequence HLA-B08:01. The binding affinity (normalized) is 0.0847. (3) The peptide sequence is DYKECEWPL. The MHC is HLA-B27:05 with pseudo-sequence HLA-B27:05. The binding affinity (normalized) is 0.0847. (4) The peptide sequence is SYGCPTNPF. The MHC is HLA-A24:03 with pseudo-sequence HLA-A24:03. The binding affinity (normalized) is 1.00.